From a dataset of Catalyst prediction with 721,799 reactions and 888 catalyst types from USPTO. Predict which catalyst facilitates the given reaction. (1) Reactant: [CH3:1][C:2]1[C:6]([CH2:7][O:8][C:9]2[CH:14]=[CH:13][C:12]([CH2:15][OH:16])=[CH:11][CH:10]=2)=[CH:5][N:4]([C:17]2[CH:22]=[CH:21][CH:20]=[CH:19][N:18]=2)[N:3]=1.Cl[C:24]1[C:29]([C:30]#[N:31])=[CH:28][CH:27]=[CH:26][N:25]=1.CN(C)C=O.[H-].[Na+]. Product: [CH3:1][C:2]1[C:6]([CH2:7][O:8][C:9]2[CH:10]=[CH:11][C:12]([CH2:15][O:16][C:24]3[N:25]=[CH:26][CH:27]=[CH:28][C:29]=3[C:30]#[N:31])=[CH:13][CH:14]=2)=[CH:5][N:4]([C:17]2[CH:22]=[CH:21][CH:20]=[CH:19][N:18]=2)[N:3]=1. The catalyst class is: 6. (2) Reactant: [C:1]([N:4]1[C:12]2[C:7](=[CH:8][C:9]([C:13]([OH:15])=O)=[CH:10][CH:11]=2)[C:6]([CH3:16])=[N:5]1)(=[O:3])[CH3:2].[CH3:17][C:18]1([CH3:26])[O:23][C:22](=[O:24])[CH2:21][C:20](=[O:25])[O:19]1.CCN=C=NCCCN(C)C.Cl. Product: [C:1]([N:4]1[C:12]2[C:7](=[CH:8][C:9]([C:13]([CH:21]3[C:22](=[O:24])[O:23][C:18]([CH3:26])([CH3:17])[O:19][C:20]3=[O:25])=[O:15])=[CH:10][CH:11]=2)[C:6]([CH3:16])=[N:5]1)(=[O:3])[CH3:2]. The catalyst class is: 119. (3) Reactant: [NH2:1][C:2]1[CH:7]=[CH:6][C:5]([C:8]2[C:16]3[C:11](=[N:12][CH:13]=[N:14][C:15]=3[NH2:17])[N:10]([C@H:18]3[CH2:22][CH2:21][O:20][CH2:19]3)[N:9]=2)=[CH:4][CH:3]=1.[F:23][C:24]([F:35])([F:34])[C:25]1[CH:26]=[C:27]([N:31]=[C:32]=[O:33])[CH:28]=[CH:29][CH:30]=1. Product: [NH2:17][C:15]1[N:14]=[CH:13][N:12]=[C:11]2[N:10]([C@H:18]3[CH2:22][CH2:21][O:20][CH2:19]3)[N:9]=[C:8]([C:5]3[CH:6]=[CH:7][C:2]([NH:1][C:32]([NH:31][C:27]4[CH:28]=[CH:29][CH:30]=[C:25]([C:24]([F:23])([F:34])[F:35])[CH:26]=4)=[O:33])=[CH:3][CH:4]=3)[C:16]=12. The catalyst class is: 2. (4) Reactant: [CH3:1][O:2][C:3]1[CH:8]=[C:7]([CH3:9])[CH:6]=[C:5]([C:10]2[C:11]([OH:18])=[CH:12][C:13]([CH3:17])=[C:14]([CH3:16])[CH:15]=2)[C:4]=1[OH:19].C(N(CC)CC)C.[C:27]1([C:33]2[CH:42]=[CH:41][CH:40]=[C:39]([C:43]3[CH:48]=[CH:47][CH:46]=[CH:45][CH:44]=3)[C:34]=2[O:35][P:36](Cl)Cl)[CH:32]=[CH:31][CH:30]=[CH:29][CH:28]=1. Product: [C:43]1([C:39]2[CH:40]=[CH:41][CH:42]=[C:33]([C:27]3[CH:28]=[CH:29][CH:30]=[CH:31][CH:32]=3)[C:34]=2[O:35][P:36]2[O:18][C:11]3[CH:12]=[C:13]([CH3:17])[C:14]([CH3:16])=[CH:15][C:10]=3[C:5]3[CH:6]=[C:7]([CH3:9])[CH:8]=[C:3]([O:2][CH3:1])[C:4]=3[O:19]2)[CH:44]=[CH:45][CH:46]=[CH:47][CH:48]=1. The catalyst class is: 11. (5) Reactant: [Br:1][C:2]1[CH:11]=[CH:10][C:9]2[N:8]=[C:7](Cl)[C:6]3=[N:13][N:14](CC4C=CC(OC)=CC=4)[CH:15]=[C:5]3[C:4]=2[CH:3]=1.[CH3:25][N:26]([CH3:34])[C:27]1[CH:32]=[CH:31][C:30]([NH2:33])=[CH:29][CH:28]=1.Cl. Product: [Br:1][C:2]1[CH:11]=[CH:10][C:9]2[N:8]=[C:7]([NH:33][C:30]3[CH:31]=[CH:32][C:27]([N:26]([CH3:34])[CH3:25])=[CH:28][CH:29]=3)[C:6]3=[N:13][NH:14][CH:15]=[C:5]3[C:4]=2[CH:3]=1. The catalyst class is: 71.